Dataset: Full USPTO retrosynthesis dataset with 1.9M reactions from patents (1976-2016). Task: Predict the reactants needed to synthesize the given product. (1) Given the product [NH2:25][CH2:24][CH:20]1[CH2:19][N:18]([C:17]2[C:9]3[C:8]4[C:12](=[CH:13][C:5]([C:3]([O:2][CH3:1])=[O:4])=[CH:6][CH:7]=4)[NH:11][C:10]=3[N:14]=[CH:15][N:16]=2)[CH2:23][CH2:22][O:21]1, predict the reactants needed to synthesize it. The reactants are: [CH3:1][O:2][C:3]([C:5]1[CH:13]=[C:12]2[C:8]([C:9]3[C:17]([N:18]4[CH2:23][CH2:22][O:21][CH:20]([CH2:24][NH:25]C(OC(C)(C)C)=O)[CH2:19]4)=[N:16][CH:15]=[N:14][C:10]=3[NH:11]2)=[CH:7][CH:6]=1)=[O:4].CC1C=CC(S(O)(=O)=O)=CC=1. (2) Given the product [C:1]([O:5][C:6](=[O:7])[NH:8][C:9]([C:10](=[O:12])[NH:46][CH:47]1[CH:48]2[CH2:56][CH:52]3[CH2:51][CH:50]([CH2:55][CH:54]1[CH2:53]3)[CH2:49]2)([CH3:14])[CH3:13])([CH3:2])([CH3:3])[CH3:4], predict the reactants needed to synthesize it. The reactants are: [C:1]([O:5][C:6]([NH:8][C:9]([CH3:14])([CH3:13])[C:10]([OH:12])=O)=[O:7])([CH3:4])([CH3:3])[CH3:2].O.ON1C2C=CC=CC=2N=N1.Cl.CN(C)CCCN=C=NCC.C(N(CC)CC)C.Cl.[NH2:46][CH:47]1[CH:54]2[CH2:55][CH:50]3[CH2:51][CH:52]([CH2:56][CH:48]1[CH2:49]3)[CH2:53]2. (3) Given the product [F:12][C:13]1[CH:14]=[C:15]([CH:18]=[CH:19][CH:20]=1)[CH2:16][O:11][C:3]1[CH:4]=[CH:5][C:6]([N+:8]([O-:10])=[O:9])=[CH:7][C:2]=1[Cl:1], predict the reactants needed to synthesize it. The reactants are: [Cl:1][C:2]1[CH:7]=[C:6]([N+:8]([O-:10])=[O:9])[CH:5]=[CH:4][C:3]=1[OH:11].[F:12][C:13]1[CH:14]=[C:15]([CH:18]=[CH:19][CH:20]=1)[CH2:16]Br.C(#N)C.C(=O)([O-])[O-].[K+].[K+]. (4) Given the product [C:15]([O:19][C:20](=[O:21])[NH:22][CH2:23][CH2:24][CH2:25][CH2:26][C@H:27]([NH2:31])[C:28](=[O:29])[N:8]([CH2:1][C:2]1[CH:7]=[CH:6][CH:5]=[CH:4][CH:3]=1)[CH:9]1[CH2:10][CH2:11][CH2:12][CH2:13][CH2:14]1)([CH3:18])([CH3:16])[CH3:17], predict the reactants needed to synthesize it. The reactants are: [CH2:1]([NH:8][CH:9]1[CH2:14][CH2:13][CH2:12][CH2:11][CH2:10]1)[C:2]1[CH:7]=[CH:6][CH:5]=[CH:4][CH:3]=1.[C:15]([O:19][C:20]([NH:22][CH2:23][CH2:24][CH2:25][CH2:26][C@H:27]([NH:31]C(OCC1C2C=CC=CC=2C2C1=CC=CC=2)=O)[C:28](O)=[O:29])=[O:21])([CH3:18])([CH3:17])[CH3:16]. (5) Given the product [O:1]1[CH2:6][CH2:5][N:4]([C:7]2[O:8][C:9]3[C:14]([C:15](=[S:33])[CH:16]=2)=[CH:13][CH:12]=[CH:11][C:10]=3[C:18]2[CH:23]=[CH:22][CH:21]=[CH:20][CH:19]=2)[CH2:3][CH2:2]1, predict the reactants needed to synthesize it. The reactants are: [O:1]1[CH2:6][CH2:5][N:4]([C:7]2[O:8][C:9]3[C:14]([C:15](=O)[CH:16]=2)=[CH:13][CH:12]=[CH:11][C:10]=3[C:18]2[CH:23]=[CH:22][CH:21]=[CH:20][CH:19]=2)[CH2:3][CH2:2]1.COC1C=CC(P2(SP(C3C=CC(OC)=CC=3)(=S)S2)=[S:33])=CC=1.C1(C)C=CC=CC=1. (6) Given the product [CH:18]1([N:17]([CH3:24])[CH2:16][CH2:10][CH2:2][NH2:3])[CH2:23][CH2:22][CH2:21][CH2:20][CH2:19]1, predict the reactants needed to synthesize it. The reactants are: O=[C:2]1[C:10]2C(=CC=CC=2)C(=O)[N:3]1CCC=O.[CH3:16][NH:17][CH:18]1[CH2:23][CH2:22][CH2:21][CH2:20][CH2:19]1.[C:24](O[BH-](OC(=O)C)OC(=O)C)(=O)C.[Na+]. (7) Given the product [C:24]([O:23][C:21]([N:13]1[CH2:14][CH2:15][N:16]([S:17]([CH3:20])(=[O:19])=[O:18])[CH:11]([CH2:9][OH:8])[CH2:12]1)=[O:22])([CH3:27])([CH3:26])[CH3:25], predict the reactants needed to synthesize it. The reactants are: [H-].[Al+3].[Li+].[H-].[H-].[H-].C[O:8][C:9]([CH:11]1[N:16]([S:17]([CH3:20])(=[O:19])=[O:18])[CH2:15][CH2:14][N:13]([C:21]([O:23][C:24]([CH3:27])([CH3:26])[CH3:25])=[O:22])[CH2:12]1)=O.[Cl-].[NH4+].